This data is from Full USPTO retrosynthesis dataset with 1.9M reactions from patents (1976-2016). The task is: Predict the reactants needed to synthesize the given product. (1) Given the product [Cl:1][C:2]1[CH:3]=[N+:4]([O-:22])[C:5]2[C:10]([CH:11]=1)=[CH:9][C:8]([CH2:12][Cl:13])=[CH:7][CH:6]=2, predict the reactants needed to synthesize it. The reactants are: [Cl:1][C:2]1[CH:3]=[N:4][C:5]2[C:10]([CH:11]=1)=[CH:9][C:8]([CH2:12][Cl:13])=[CH:7][CH:6]=2.C1C=C(Cl)C=C(C(OO)=[O:22])C=1. (2) Given the product [CH:19]1([N:18]([CH2:16][CH3:17])[C:11](=[O:13])[CH2:10][S:9][C:5]2[CH:6]=[CH:7][CH:8]=[C:3]([C:2]([F:1])([F:15])[F:14])[CH:4]=2)[CH2:24][CH2:23][CH2:22][CH2:21][CH2:20]1, predict the reactants needed to synthesize it. The reactants are: [F:1][C:2]([F:15])([F:14])[C:3]1[CH:4]=[C:5]([S:9][CH2:10][C:11]([OH:13])=O)[CH:6]=[CH:7][CH:8]=1.[CH2:16]([NH:18][CH:19]1[CH2:24][CH2:23][CH2:22][CH2:21][CH2:20]1)[CH3:17].O.ON1C2C=CC=CC=2N=N1.Cl.CN(C)CCCN=C=NCC.Cl. (3) Given the product [Cl:1][C:2]1[CH:3]=[C:4]([O:11][CH2:16][CH2:15][CH2:14][O:13][CH3:12])[CH:5]=[C:6]([F:10])[C:7]=1[CH2:8][OH:9], predict the reactants needed to synthesize it. The reactants are: [Cl:1][C:2]1[CH:3]=[C:4]([OH:11])[CH:5]=[C:6]([F:10])[C:7]=1[CH2:8][OH:9].[CH3:12][O:13][CH2:14][CH2:15][CH2:16]OS(C1C=CC(C)=CC=1)(=O)=O.